This data is from HIV replication inhibition screening data with 41,000+ compounds from the AIDS Antiviral Screen. The task is: Binary Classification. Given a drug SMILES string, predict its activity (active/inactive) in a high-throughput screening assay against a specified biological target. (1) The compound is CC(C)C1CCCC=CC=CC=CC=CC(OC2OC(C)C(O)C(N)C2O)CC2OC(O)(CC(O)CC(O)C(O)CCC(=O)O1)CC(O)C2C(=O)O. The result is 0 (inactive). (2) The compound is O=C(CCN1CCN(c2cccc(Cl)c2)CC1)N1CCc2c([nH]c3ccccc23)C1c1cccnc1. The result is 0 (inactive).